From a dataset of Full USPTO retrosynthesis dataset with 1.9M reactions from patents (1976-2016). Predict the reactants needed to synthesize the given product. (1) Given the product [CH3:8][C:9]1([CH3:15])[O:14][CH2:13][CH2:12][NH+:11]([CH2:2][B-:3]([F:6])([F:5])[F:4])[CH2:10]1, predict the reactants needed to synthesize it. The reactants are: Br[CH2:2][B-:3]([F:6])([F:5])[F:4].[K+].[CH3:8][C:9]1([CH3:15])[O:14][CH2:13][CH2:12][NH:11][CH2:10]1. (2) Given the product [CH2:15]=[CH:16][CH:17]=[CH2:18].[CH3:4][C:2]([C:1]([O:6][CH3:7])=[O:5])=[CH2:3].[CH2:32]=[CH:31][C:30]1[CH:25]=[CH:26][CH:27]=[CH:28][CH:29]=1, predict the reactants needed to synthesize it. The reactants are: [C:1]([O:6][CH3:7])(=[O:5])[C:2]([CH3:4])=[CH2:3].C(OCC)(=O)C=C.[C:15]([O-])(=O)[CH2:16][CH2:17][CH2:18]CCCCCC[CH2:25][CH2:26][CH2:27][CH2:28][CH2:29][CH2:30][CH2:31][CH3:32].[K+].S(OOS([O-])(=O)=O)([O-])(=O)=O.[K+].[K+]. (3) Given the product [I:32][C:2]1[N:6]([C:7]2[CH:12]=[CH:11][C:10]([C:13]([N:15]3[CH2:20][CH2:19][N:18]([CH3:21])[CH2:17][CH2:16]3)=[O:14])=[CH:9][CH:8]=2)[N:5]=[C:4]([C:22]2[CH:31]=[CH:30][C:25]([C:26]([O:28][CH3:29])=[O:27])=[CH:24][CH:23]=2)[CH:3]=1, predict the reactants needed to synthesize it. The reactants are: N[C:2]1[N:6]([C:7]2[CH:12]=[CH:11][C:10]([C:13]([N:15]3[CH2:20][CH2:19][N:18]([CH3:21])[CH2:17][CH2:16]3)=[O:14])=[CH:9][CH:8]=2)[N:5]=[C:4]([C:22]2[CH:31]=[CH:30][C:25]([C:26]([O:28][CH3:29])=[O:27])=[CH:24][CH:23]=2)[CH:3]=1.[I:32]CI.N(OCCC(C)C)=O.[NH4+].[Cl-]. (4) The reactants are: Br[C:2]1[CH:3]=[C:4]([C:24]([F:27])([F:26])[F:25])[C:5]([N+:21]([O-])=O)=[C:6]([NH:8][C:9]([C:11]2[O:15][C:14]([C:16]([CH3:19])([CH3:18])[CH3:17])=[N:13][C:12]=2[CH3:20])=O)[CH:7]=1.[F:28][C:29]1[CH:34]=[CH:33][CH:32]=[CH:31][C:30]=1B(O)O. Given the product [C:16]([C:14]1[O:15][C:11]([C:9]2[NH:21][C:5]3[C:4]([C:24]([F:27])([F:26])[F:25])=[CH:3][C:2]([C:30]4[CH:31]=[CH:32][CH:33]=[CH:34][C:29]=4[F:28])=[CH:7][C:6]=3[N:8]=2)=[C:12]([CH3:20])[N:13]=1)([CH3:19])([CH3:18])[CH3:17], predict the reactants needed to synthesize it. (5) Given the product [F:35][C:32]([F:34])([F:33])[O:31][C:27]1[CH:26]=[C:25]([CH:30]=[CH:29][CH:28]=1)[CH2:24][C:23]1[C:3]2[C:40](=[O:43])[N:5]([C:12]3[CH:17]=[CH:16][CH:15]=[C:14]([C:18]([F:19])([F:20])[F:21])[CH:13]=3)[C:6]3[N:7]=[CH:8][CH:9]=[CH:10][C:11]=3[C:2]=2[NH:39][N:38]=1, predict the reactants needed to synthesize it. The reactants are: O[C:2]1[C:11]2[C:6](=[N:7][CH:8]=[CH:9][CH:10]=2)[N:5]([C:12]2[CH:17]=[CH:16][CH:15]=[C:14]([C:18]([F:21])([F:20])[F:19])[CH:13]=2)C(=O)[C:3]=1[C:23](=O)[CH2:24][C:25]1[CH:30]=[CH:29][CH:28]=[C:27]([O:31][C:32]([F:35])([F:34])[F:33])[CH:26]=1.O.[NH2:38][NH2:39].[C:40](=[O:43])([O-])O.[Na+].